Dataset: Forward reaction prediction with 1.9M reactions from USPTO patents (1976-2016). Task: Predict the product of the given reaction. (1) Given the reactants [C:1]1([O:11][C:12]2[CH:17]=[CH:16][N:15]=[CH:14][CH:13]=2)[C:10]2[C:5](=[CH:6][CH:7]=[CH:8][CH:9]=2)[CH:4]=[CH:3][CH:2]=1.ClC1C=CC=C(C(OO)=[O:26])C=1, predict the reaction product. The product is: [C:1]1([O:11][C:12]2[CH:17]=[CH:16][N+:15]([O-:26])=[CH:14][CH:13]=2)[C:10]2[C:5](=[CH:6][CH:7]=[CH:8][CH:9]=2)[CH:4]=[CH:3][CH:2]=1. (2) Given the reactants C[O:2][C:3](=O)[C:4]1[CH:9]=[CH:8][C:7]([O:10][CH2:11][C:12]2[CH:17]=[CH:16][CH:15]=[CH:14][CH:13]=2)=[C:6]([C:18]([F:21])([F:20])[F:19])[CH:5]=1.[BH4-].[Li+].Cl, predict the reaction product. The product is: [CH2:11]([O:10][C:7]1[CH:8]=[CH:9][C:4]([CH2:3][OH:2])=[CH:5][C:6]=1[C:18]([F:19])([F:21])[F:20])[C:12]1[CH:13]=[CH:14][CH:15]=[CH:16][CH:17]=1. (3) Given the reactants [OH-].[Na+].C[O:4][C:5](=[O:37])[CH2:6][C@H:7]1[CH2:12][CH2:11][C@H:10]([C:13]2[CH:18]=[CH:17][C:16]([NH:19][C:20](=[O:36])[CH2:21][CH2:22][NH:23][C:24]([C:26]3[NH:27][C:28]4[C:33]([CH:34]=3)=[CH:32][C:31]([Cl:35])=[CH:30][CH:29]=4)=[O:25])=[CH:15][CH:14]=2)[CH2:9][CH2:8]1, predict the reaction product. The product is: [Cl:35][C:31]1[CH:32]=[C:33]2[C:28](=[CH:29][CH:30]=1)[NH:27][C:26]([C:24]([NH:23][CH2:22][CH2:21][C:20]([NH:19][C:16]1[CH:17]=[CH:18][C:13]([C@H:10]3[CH2:11][CH2:12][C@H:7]([CH2:6][C:5]([OH:37])=[O:4])[CH2:8][CH2:9]3)=[CH:14][CH:15]=1)=[O:36])=[O:25])=[CH:34]2. (4) Given the reactants [Cl:1][C:2]1[CH:3]=[C:4]([CH3:12])[C:5]2[O:9][C:8](S)=[N:7][C:6]=2[CH:11]=1.[CH3:13][N:14]1[CH2:19][CH2:18][NH:17][CH2:16][CH2:15]1, predict the reaction product. The product is: [Cl:1][C:2]1[CH:3]=[C:4]([CH3:12])[C:5]2[O:9][C:8]([N:17]3[CH2:18][CH2:19][N:14]([CH3:13])[CH2:15][CH2:16]3)=[N:7][C:6]=2[CH:11]=1. (5) Given the reactants [CH3:1][C:2]([C:4]1[CH:9]=[CH:8][C:7](Br)=[CH:6][CH:5]=1)=[O:3].[CH3:11][O:12][C:13]1[CH:18]=[C:17]([O:19][CH3:20])[CH:16]=[CH:15][C:14]=1B(O)O.C([O-])([O-])=O.[Na+].[Na+], predict the reaction product. The product is: [CH3:11][O:12][C:13]1[CH:18]=[C:17]([O:19][CH3:20])[CH:16]=[CH:15][C:14]=1[C:7]1[CH:8]=[CH:9][C:4]([C:2](=[O:3])[CH3:1])=[CH:5][CH:6]=1. (6) The product is: [Cl:11][C:4]1[CH:5]=[N:6][CH:7]=[CH:8][C:3]=1[C:1]#[N:2]. Given the reactants [C:1]([C:3]1[CH:8]=[CH:7][N+:6]([O-])=[CH:5][CH:4]=1)#[N:2].P(Cl)(Cl)(Cl)(Cl)[Cl:11].O=P(Cl)(Cl)Cl.Cl.[OH-].[Na+], predict the reaction product.